This data is from Full USPTO retrosynthesis dataset with 1.9M reactions from patents (1976-2016). The task is: Predict the reactants needed to synthesize the given product. (1) Given the product [C:1]([O:5][C:6](=[O:26])[NH:7][CH:8]([C:18]1[CH:23]=[CH:22][C:21]([CH3:24])=[C:20]([F:25])[CH:19]=1)[C:9](=[O:10])[C:11]1[CH:16]=[CH:15][C:14]([O:17][CH:30]2[CH2:31][CH2:32][O:27][CH2:28][CH2:29]2)=[CH:13][CH:12]=1)([CH3:4])([CH3:2])[CH3:3], predict the reactants needed to synthesize it. The reactants are: [C:1]([O:5][C:6](=[O:26])[NH:7][CH:8]([C:18]1[CH:23]=[CH:22][C:21]([CH3:24])=[C:20]([F:25])[CH:19]=1)[C:9]([C:11]1[CH:16]=[CH:15][C:14]([OH:17])=[CH:13][CH:12]=1)=[O:10])([CH3:4])([CH3:3])[CH3:2].[O:27]1[CH2:32][CH2:31][CH:30](O)[CH2:29][CH2:28]1. (2) Given the product [Cl:22][C:19]1[C:14]([F:13])=[C:15]([Br:21])[CH:16]=[CH:17][C:18]=1[F:20], predict the reactants needed to synthesize it. The reactants are: C(NC(C)C)(C)C.C([Li])CCC.[F:13][C:14]1[CH:19]=[C:18]([F:20])[CH:17]=[CH:16][C:15]=1[Br:21].[Cl:22]C(Cl)(Cl)C(C(Cl)(Cl)Cl)=O. (3) Given the product [CH2:13]([C:29]1[CH:28]=[CH:6][CH:7]=[CH:8][C:2]=1[C:3]([O:21][CH3:18])=[S:4])[CH2:14][CH2:15][CH2:16][CH3:17], predict the reactants needed to synthesize it. The reactants are: C(OC)(=O)[C:2]1[C:3](=C[CH:6]=[CH:7][CH:8]=1)[SH:4].I[CH2:13][CH2:14][CH2:15][CH2:16][CH3:17].[C:18](=[O:21])([O-])[O-].[K+].[K+].C(O[CH2:28][CH3:29])(=O)C. (4) Given the product [CH3:34][N:30]1[C:29]2[CH:35]=[CH:36][C:26]([C:24]([C:20]3[N:21]=[CH:22][N:23]=[C:18]([N:1]4[CH2:2][CH2:3][CH:4]([N:7]5[C:15]6[C:10](=[N:11][CH:12]=[CH:13][CH:14]=6)[NH:9][C:8]5=[O:16])[CH2:5][CH2:6]4)[CH:19]=3)=[O:25])=[CH:27][C:28]=2[O:32][C:31]1=[O:33], predict the reactants needed to synthesize it. The reactants are: [NH:1]1[CH2:6][CH2:5][CH:4]([N:7]2[C:15]3[C:10](=[N:11][CH:12]=[CH:13][CH:14]=3)[NH:9][C:8]2=[O:16])[CH2:3][CH2:2]1.Cl[C:18]1[N:23]=[CH:22][N:21]=[C:20]([C:24]([C:26]2[CH:36]=[CH:35][C:29]3[N:30]([CH3:34])[C:31](=[O:33])[O:32][C:28]=3[CH:27]=2)=[O:25])[CH:19]=1.CCN(C(C)C)C(C)C.